Predict which catalyst facilitates the given reaction. From a dataset of Catalyst prediction with 721,799 reactions and 888 catalyst types from USPTO. (1) Reactant: [CH3:1][C:2]([CH3:31])([CH3:30])[CH2:3][O:4][C:5]1[CH:18]=[CH:17][C:16]2[O:15][C:14]3[C:9](=[CH:10][C:11]([C:19]4[CH:20]=[N:21][CH:22]=[N:23][CH:24]=4)=[CH:12][CH:13]=3)[C:8]3([CH2:28][O:27][C:26]([NH2:29])=[N:25]3)[C:7]=2[CH:6]=1.C(=O)=O. Product: [CH3:1][C:2]([CH3:31])([CH3:30])[CH2:3][O:4][C:5]1[CH:18]=[CH:17][C:16]2[O:15][C:14]3[C:9](=[CH:10][C:11]([C:19]4[CH:20]=[N:21][CH:22]=[N:23][CH:24]=4)=[CH:12][CH:13]=3)[C@:8]3([CH2:28][O:27][C:26]([NH2:29])=[N:25]3)[C:7]=2[CH:6]=1. The catalyst class is: 5. (2) Reactant: [Cl:1][C:2]1[C:7]([Cl:8])=[CH:6][CH:5]=[CH:4][C:3]=1[S:9](Cl)(=[O:11])=[O:10].[CH3:13][C:14]1([CH3:28])[C:18]([CH3:20])([CH3:19])[O:17][B:16]([C:21]2[CH:26]=[CH:25][C:24]([NH2:27])=[CH:23][CH:22]=2)[O:15]1.C(Cl)Cl. Product: [Cl:1][C:2]1[C:7]([Cl:8])=[CH:6][CH:5]=[CH:4][C:3]=1[S:9]([NH:27][C:24]1[CH:23]=[CH:22][C:21]([B:16]2[O:17][C:18]([CH3:20])([CH3:19])[C:14]([CH3:28])([CH3:13])[O:15]2)=[CH:26][CH:25]=1)(=[O:11])=[O:10]. The catalyst class is: 17.